This data is from Forward reaction prediction with 1.9M reactions from USPTO patents (1976-2016). The task is: Predict the product of the given reaction. (1) Given the reactants [CH3:1][O:2][C:3]1[CH:15]=[C:14]2[C:6]([C:7]3[C:12]([CH3:16])([CH2:13]2)[CH2:11][CH2:10][C:9](=[O:17])[CH:8]=3)=[CH:5][CH:4]=1.C([O-])(O)=O.[Na+].[Br:23]Br, predict the reaction product. The product is: [Br:23][C:8]1[C:9](=[O:17])[CH2:10][CH2:11][C:12]2([CH3:16])[C:7]=1[C:6]1[C:14](=[CH:15][C:3]([O:2][CH3:1])=[CH:4][CH:5]=1)[CH2:13]2. (2) Given the reactants [CH3:1][N:2]([CH3:28])[CH2:3][CH2:4][CH2:5][C:6]([N:8]1[CH2:17][CH2:16][C:15]2[C:10](=[CH:11][CH:12]=[C:13]([C:18]([NH:20][O:21]C3CCCCO3)=[O:19])[CH:14]=2)[CH2:9]1)=[O:7].[ClH:29], predict the reaction product. The product is: [ClH:29].[CH3:28][N:2]([CH3:1])[CH2:3][CH2:4][CH2:5][C:6]([N:8]1[CH2:17][CH2:16][C:15]2[C:10](=[CH:11][CH:12]=[C:13]([C:18]([NH:20][OH:21])=[O:19])[CH:14]=2)[CH2:9]1)=[O:7]. (3) Given the reactants [C:1](N1C=CN=C1)(N1C=CN=C1)=[O:2].[NH2:13][CH2:14][CH2:15][CH2:16][C@H:17]([NH:46][C:47](=[O:53])[O:48][C:49]([CH3:52])([CH3:51])[CH3:50])[C:18](=[O:45])[NH:19][C@@H:20]([C:32](=[O:44])[NH:33][C:34]1[CH:35]=[N:36][C:37]2[C:42]([CH:43]=1)=[CH:41][CH:40]=[CH:39][CH:38]=2)[CH2:21][C:22]1[CH:27]=[CH:26][C:25]([C:28]([F:31])([F:30])[F:29])=[CH:24][CH:23]=1.[C:54]([O:58][C:59]([NH:61][CH2:62][CH2:63][NH:64][CH2:65][CH2:66][NH:67][C:68](=[O:74])[O:69][C:70]([CH3:73])([CH3:72])[CH3:71])=[O:60])([CH3:57])([CH3:56])[CH3:55], predict the reaction product. The product is: [C:49]([O:48][C:47]([NH:46][C@H:17]([C:18](=[O:45])[NH:19][C@@H:20]([C:32](=[O:44])[NH:33][C:34]1[CH:35]=[N:36][C:37]2[C:42]([CH:43]=1)=[CH:41][CH:40]=[CH:39][CH:38]=2)[CH2:21][C:22]1[CH:23]=[CH:24][C:25]([C:28]([F:30])([F:29])[F:31])=[CH:26][CH:27]=1)[CH2:16][CH2:15][CH2:14][NH:13][C:1]([N:64]([CH2:65][CH2:66][NH:67][C:68]([O:69][C:70]([CH3:73])([CH3:72])[CH3:71])=[O:74])[CH2:63][CH2:62][NH:61][C:59](=[O:60])[O:58][C:54]([CH3:57])([CH3:56])[CH3:55])=[O:2])=[O:53])([CH3:50])([CH3:52])[CH3:51]. (4) The product is: [C:1]([C:3]1[CH:31]=[CH:30][CH:29]=[CH:28][C:4]=1[CH2:5][N:6]1[CH:10]=[C:9]([C:11]2[CH:16]=[CH:15][N:14]=[C:13]([NH:32][CH2:33][CH2:34][CH2:35][OH:36])[N:12]=2)[N:8]([C:20]2[CH:25]=[CH:24][C:23]([F:26])=[CH:22][CH:21]=2)[C:7]1=[O:27])#[N:2]. Given the reactants [C:1]([C:3]1[CH:31]=[CH:30][CH:29]=[CH:28][C:4]=1[CH2:5][N:6]1[CH:10]=[C:9]([C:11]2[CH:16]=[CH:15][N:14]=[C:13](S(C)=O)[N:12]=2)[N:8]([C:20]2[CH:25]=[CH:24][C:23]([F:26])=[CH:22][CH:21]=2)[C:7]1=[O:27])#[N:2].[NH2:32][CH2:33][CH2:34][CH2:35][OH:36], predict the reaction product. (5) Given the reactants C([O:3][C:4]([C:6]1[CH:11]=[CH:10][C:9]([C:12]2[CH:17]=[CH:16][C:15]([C:18]3[S:19][CH:20]=[CH:21][C:22]=3[NH:23][S:24]([CH:27]([CH3:29])[CH3:28])(=[O:26])=[O:25])=[CH:14][CH:13]=2)=[C:8]([O:30][CH2:31][CH3:32])[CH:7]=1)=[O:5])C.[OH-].[Na+], predict the reaction product. The product is: [CH2:31]([O:30][C:8]1[CH:7]=[C:6]([C:4]([OH:5])=[O:3])[CH:11]=[CH:10][C:9]=1[C:12]1[CH:17]=[CH:16][C:15]([C:18]2[S:19][CH:20]=[CH:21][C:22]=2[NH:23][S:24]([CH:27]([CH3:28])[CH3:29])(=[O:26])=[O:25])=[CH:14][CH:13]=1)[CH3:32]. (6) Given the reactants [Cl:1][C:2]1[CH:7]=[CH:6][C:5]([C:8]2[S:9][CH:10]=[CH:11][C:12]=2[CH2:13][C:14]([O:16][CH2:17][CH3:18])=[O:15])=[CH:4][CH:3]=1.C([N-]C(C)C)(C)C.[Li+].[CH2:27](Br)[C:28]1[CH:33]=[CH:32][CH:31]=[CH:30][CH:29]=1, predict the reaction product. The product is: [Cl:1][C:2]1[CH:7]=[CH:6][C:5]([C:8]2[S:9][CH:10]=[CH:11][C:12]=2[CH:13]([CH2:27][C:28]2[CH:33]=[CH:32][CH:31]=[CH:30][CH:29]=2)[C:14]([O:16][CH2:17][CH3:18])=[O:15])=[CH:4][CH:3]=1. (7) Given the reactants [CH:1]1[C:14]2[C:13](=[O:15])[C:12]3[C:7](=[CH:8][CH:9]=[CH:10][CH:11]=3)[S:6][C:5]=2[CH:4]=[CH:3][CH:2]=1.[Na].[C:17]1(C)C(C)=CC=CC=1, predict the reaction product. The product is: [CH3:17][C:2]1[CH:3]=[CH:4][C:5]2[S:6][C:7]3[C:12](=[CH:11][CH:10]=[CH:9][CH:8]=3)[C:13](=[O:15])[C:14]=2[CH:1]=1.